This data is from Full USPTO retrosynthesis dataset with 1.9M reactions from patents (1976-2016). The task is: Predict the reactants needed to synthesize the given product. (1) Given the product [CH:27]1([C:26]2[O:25][N:24]=[C:23]([C:30]3[C:31]([Cl:37])=[CH:32][CH:33]=[CH:34][C:35]=3[Cl:36])[C:22]=2[CH2:20][OH:19])[CH2:29][CH2:28]1, predict the reactants needed to synthesize it. The reactants are: [H-].C([Al+]CC(C)C)C(C)C.C1(C)C=CC=CC=1.C[O:19][C:20]([C:22]1[C:23]([C:30]2[C:35]([Cl:36])=[CH:34][CH:33]=[CH:32][C:31]=2[Cl:37])=[N:24][O:25][C:26]=1[CH:27]1[CH2:29][CH2:28]1)=O.CO. (2) Given the product [CH:3]1([CH2:6][O:7][C:8]2[CH:9]=[CH:10][CH:11]=[C:12]3[C:17]=2[N:16]=[C:15]([C:18]2[N:22]4[CH:23]=[C:24]([CH:27]([N:32]5[CH2:36][CH2:35][C@H:34]([NH:37][C:47](=[O:49])[CH3:48])[CH2:33]5)[C:28]([F:29])([F:31])[F:30])[CH:25]=[CH:26][C:21]4=[N:20][N:19]=2)[CH:14]=[CH:13]3)[CH2:5][CH2:4]1, predict the reactants needed to synthesize it. The reactants are: Cl.Cl.[CH:3]1([CH2:6][O:7][C:8]2[CH:9]=[CH:10][CH:11]=[C:12]3[C:17]=2[N:16]=[C:15]([C:18]2[N:22]4[CH:23]=[C:24]([CH:27]([N:32]5[CH2:36][CH2:35][C@H:34]([NH2:37])[CH2:33]5)[C:28]([F:31])([F:30])[F:29])[CH:25]=[CH:26][C:21]4=[N:20][N:19]=2)[CH:14]=[CH:13]3)[CH2:5][CH2:4]1.CCN(C(C)C)C(C)C.[C:47](OC(=O)C)(=[O:49])[CH3:48].